From a dataset of Full USPTO retrosynthesis dataset with 1.9M reactions from patents (1976-2016). Predict the reactants needed to synthesize the given product. Given the product [C:7]([O:11][C:12](=[O:48])[CH2:13][CH:14]([NH:21][S:22]([C:25]1[CH:30]=[CH:29][C:28]([NH:31][C:32](=[O:34])[CH3:33])=[CH:27][C:26]=1[O:35][CH2:36][CH2:37][C:38]1[CH:47]=[CH:46][CH:45]=[C:44]2[C:39]=1[CH:40]=[CH:41][CH:42]=[N:43]2)(=[O:24])=[O:23])[CH:15]=[O:16])([CH3:8])([CH3:9])[CH3:10], predict the reactants needed to synthesize it. The reactants are: [H-].[Al+3].[Li+].[H-].[H-].[H-].[C:7]([O:11][C:12](=[O:48])[CH2:13][CH:14]([NH:21][S:22]([C:25]1[CH:30]=[CH:29][C:28]([NH:31][C:32](=[O:34])[CH3:33])=[CH:27][C:26]=1[O:35][CH2:36][CH2:37][C:38]1[CH:47]=[CH:46][CH:45]=[C:44]2[C:39]=1[CH:40]=[CH:41][CH:42]=[N:43]2)(=[O:24])=[O:23])[C:15](N(OC)C)=[O:16])([CH3:10])([CH3:9])[CH3:8].[C@H](O)(C([O-])=O)[C@@H](O)C([O-])=O.[Na+].[K+].